Task: Predict the reactants needed to synthesize the given product.. Dataset: Full USPTO retrosynthesis dataset with 1.9M reactions from patents (1976-2016) (1) Given the product [CH2:1]([S:3][C:4]1[C:9]([C:10]([NH:59][CH2:58][C:57]2[CH:60]=[CH:61][CH:62]=[C:55]([F:54])[CH:56]=2)=[O:11])=[C:8]([C:13]([F:15])([F:14])[F:16])[CH:7]=[C:6]([N:17]2[CH2:22][CH2:21][O:20][CH2:19][CH2:18]2)[N:5]=1)[CH3:2], predict the reactants needed to synthesize it. The reactants are: [CH2:1]([S:3][C:4]1[C:9]([C:10](O)=[O:11])=[C:8]([C:13]([F:16])([F:15])[F:14])[CH:7]=[C:6]([N:17]2[CH2:22][CH2:21][O:20][CH2:19][CH2:18]2)[N:5]=1)[CH3:2].CN(C(ON1N=NC2C=CC=NC1=2)=[N+](C)C)C.F[P-](F)(F)(F)(F)F.CCN(CC)CC.[F:54][C:55]1[CH:56]=[C:57]([CH:60]=[CH:61][CH:62]=1)[CH2:58][NH2:59]. (2) Given the product [CH2:29]([O:31][N:32]=[CH:12][C:11]1[CH:14]=[CH:15][CH:16]=[C:9]([O:8][CH2:7][CH2:6][CH2:5][O:4][C:3]2[C:2]([Cl:1])=[CH:20][C:19]([O:21][CH2:22][CH:23]=[C:24]([Cl:26])[Cl:25])=[CH:18][C:17]=2[Cl:27])[CH:10]=1)[CH3:30], predict the reactants needed to synthesize it. The reactants are: [Cl:1][C:2]1[CH:20]=[C:19]([O:21][CH2:22][CH:23]=[C:24]([Cl:26])[Cl:25])[CH:18]=[C:17]([Cl:27])[C:3]=1[O:4][CH2:5][CH2:6][CH2:7][O:8][C:9]1[CH:10]=[C:11]([CH:14]=[CH:15][CH:16]=1)[CH:12]=O.Cl.[CH2:29]([O:31][NH2:32])[CH3:30].Cl.